Dataset: Reaction yield outcomes from USPTO patents with 853,638 reactions. Task: Predict the reaction yield, written as a fraction of the theoretical maximum amount of product (1.0 means a 100% yield; for example, 0.34 means a 34% yield). (1) The reactants are [C:1]([C:5]1[CH:10]=[C:9](Br)[C:8]([N+:12]([O-:14])=[O:13])=[CH:7][C:6]=1[OH:15])([CH3:4])([CH3:3])[CH3:2].[CH2:16]([O:18][C:19]1[CH:24]=[CH:23][CH:22]=[CH:21][C:20]=1B(O)O)[CH3:17].C(=O)([O-])[O-].[K+].[K+].O. The catalyst is CN(C=O)C.C1C=CC([P]([Pd]([P](C2C=CC=CC=2)(C2C=CC=CC=2)C2C=CC=CC=2)([P](C2C=CC=CC=2)(C2C=CC=CC=2)C2C=CC=CC=2)[P](C2C=CC=CC=2)(C2C=CC=CC=2)C2C=CC=CC=2)(C2C=CC=CC=2)C2C=CC=CC=2)=CC=1. The product is [C:1]([C:5]1[CH:10]=[C:9]([C:20]2[CH:21]=[CH:22][CH:23]=[CH:24][C:19]=2[O:18][CH2:16][CH3:17])[C:8]([N+:12]([O-:14])=[O:13])=[CH:7][C:6]=1[OH:15])([CH3:4])([CH3:3])[CH3:2]. The yield is 0.920. (2) The product is [CH3:13][O:12][C:8]1[CH:9]=[C:10]2[C:5](=[CH:6][CH:7]=1)[C:4]1[N:19]([CH2:18][CH:17]([NH2:16])[CH3:21])[N:20]=[CH:2][C:3]=1[CH2:11]2. The yield is 0.200. The catalyst is C(O)C.CO. The reactants are O[CH:2]=[C:3]1[CH2:11][C:10]2[C:5](=[CH:6][CH:7]=[C:8]([O:12][CH3:13])[CH:9]=2)[C:4]1=O.Cl.[NH2:16][CH:17]([CH3:21])[CH2:18][NH:19][NH2:20].C([O-])(O)=O.[Na+].